Dataset: Catalyst prediction with 721,799 reactions and 888 catalyst types from USPTO. Task: Predict which catalyst facilitates the given reaction. (1) Reactant: [CH:1]#[C:2][CH2:3][CH2:4][CH2:5][CH2:6][CH2:7][CH3:8].C(C([BH:17]C(C(C)C)C=C(C)C)C=C(C)C)(C)C.C=O.[OH:28][C:29]([C:32]([OH:35])([CH3:34])[CH3:33])([CH3:31])[CH3:30]. Product: [CH3:30][C:29]1([CH3:31])[C:32]([CH3:34])([CH3:33])[O:35][B:17](/[CH:1]=[CH:2]/[CH2:3][CH2:4][CH2:5][CH2:6][CH2:7][CH3:8])[O:28]1. The catalyst class is: 6. (2) Reactant: [C:1]1([NH:7][C:8]2[CH:13]=[CH:12][CH:11]=[CH:10][CH:9]=2)[CH:6]=[CH:5][CH:4]=[CH:3][CH:2]=1.I[C:15]1[CH:20]=[CH:19][CH:18]=[C:17]([N+:21]([O-:23])=[O:22])[CH:16]=1.CC(C)([O-])C.[Na+]. Product: [N+:21]([C:17]1[CH:16]=[C:15]([CH:20]=[CH:19][CH:18]=1)[N:7]([C:8]1[CH:9]=[CH:10][CH:11]=[CH:12][CH:13]=1)[C:1]1[CH:6]=[CH:5][CH:4]=[CH:3][CH:2]=1)([O-:23])=[O:22]. The catalyst class is: 487. (3) Reactant: [NH:1]1[CH2:6][CH2:5][CH:4]([O:7][C@@H:8]2[CH2:13][CH2:12][C@H:11]([C:14]([O:16][CH2:17][CH3:18])=[O:15])[CH2:10][CH2:9]2)[CH2:3][CH2:2]1.F[C:20]1[N:25]=[CH:24][C:23]([C:26]2[NH:30][C:29]3[CH:31]=[CH:32][C:33]([C:35]([F:38])([F:37])[F:36])=[CH:34][C:28]=3[N:27]=2)=[CH:22][CH:21]=1.C(=O)(O)[O-].[Na+].O. The catalyst class is: 3. Product: [F:37][C:35]([F:36])([F:38])[C:33]1[CH:32]=[CH:31][C:29]2[NH:30][C:26]([C:23]3[CH:22]=[CH:21][C:20]([N:1]4[CH2:2][CH2:3][CH:4]([O:7][C@@H:8]5[CH2:13][CH2:12][C@H:11]([C:14]([O:16][CH2:17][CH3:18])=[O:15])[CH2:10][CH2:9]5)[CH2:5][CH2:6]4)=[N:25][CH:24]=3)=[N:27][C:28]=2[CH:34]=1.